Regression/Classification. Given a drug SMILES string, predict its absorption, distribution, metabolism, or excretion properties. Task type varies by dataset: regression for continuous measurements (e.g., permeability, clearance, half-life) or binary classification for categorical outcomes (e.g., BBB penetration, CYP inhibition). Dataset: cyp3a4_veith. From a dataset of CYP3A4 inhibition data for predicting drug metabolism from PubChem BioAssay. (1) The compound is CN1CCN(C(=O)c2ccc(COc3ccc(C(C)(C)C)cc3)o2)CC1. The result is 0 (non-inhibitor). (2) The compound is COC(=O)C/C=C\[C@@H](C)[C@@H](/C=N\O[C@@H](C)c1cn([C@H](CO)Cc2ccccc2)nn1)OC. The result is 1 (inhibitor).